From a dataset of Peptide-MHC class I binding affinity with 185,985 pairs from IEDB/IMGT. Regression. Given a peptide amino acid sequence and an MHC pseudo amino acid sequence, predict their binding affinity value. This is MHC class I binding data. (1) The peptide sequence is IKLEPVHGVY. The MHC is HLA-A68:02 with pseudo-sequence HLA-A68:02. The binding affinity (normalized) is 0. (2) The peptide sequence is YFMKFRRVF. The MHC is HLA-A30:02 with pseudo-sequence HLA-A30:02. The binding affinity (normalized) is 0.0756. (3) The peptide sequence is TVMDIISRK. The MHC is HLA-A11:01 with pseudo-sequence HLA-A11:01. The binding affinity (normalized) is 0.863. (4) The peptide sequence is IIANARIEV. The MHC is HLA-A03:01 with pseudo-sequence HLA-A03:01. The binding affinity (normalized) is 0.0847. (5) The peptide sequence is YSPGEVNRV. The MHC is Mamu-A01 with pseudo-sequence Mamu-A01. The binding affinity (normalized) is 0.773. (6) The peptide sequence is RSSPASFEK. The MHC is H-2-Kb with pseudo-sequence H-2-Kb. The binding affinity (normalized) is 0.0352.